Task: Regression. Given a peptide amino acid sequence and an MHC pseudo amino acid sequence, predict their binding affinity value. This is MHC class I binding data.. Dataset: Peptide-MHC class I binding affinity with 185,985 pairs from IEDB/IMGT (1) The peptide sequence is SILEYAKSI. The MHC is HLA-A02:19 with pseudo-sequence HLA-A02:19. The binding affinity (normalized) is 0.276. (2) The peptide sequence is GHGTVVLEL. The MHC is HLA-B15:01 with pseudo-sequence HLA-B15:01. The binding affinity (normalized) is 0.0847. (3) The peptide sequence is RVCAEMVAK. The MHC is HLA-A03:01 with pseudo-sequence HLA-A03:01. The binding affinity (normalized) is 0.165. (4) The peptide sequence is SLLDAHIPQL. The MHC is HLA-A11:01 with pseudo-sequence HLA-A11:01. The binding affinity (normalized) is 0.158. (5) The peptide sequence is PHFKVGWAW. The MHC is Mamu-B52 with pseudo-sequence Mamu-B52. The binding affinity (normalized) is 0.569. (6) The peptide sequence is KPKGKVVDL. The MHC is HLA-B08:01 with pseudo-sequence HLA-B08:01. The binding affinity (normalized) is 0.554.